Dataset: Forward reaction prediction with 1.9M reactions from USPTO patents (1976-2016). Task: Predict the product of the given reaction. (1) Given the reactants [O:1]1[CH2:5][CH2:4][O:3][CH:2]1[CH2:6]/[CH:7]=[CH:8]/[C:9]1[CH:10]=[C:11]2[C:15](=[CH:16][CH:17]=1)[N:14]([C:18]([O:20][C:21]([CH3:24])([CH3:23])[CH3:22])=[O:19])[CH:13]=[CH:12]2, predict the reaction product. The product is: [O:1]1[CH2:5][CH2:4][O:3][CH:2]1[CH2:6][CH2:7][CH2:8][C:9]1[CH:10]=[C:11]2[C:15](=[CH:16][CH:17]=1)[N:14]([C:18]([O:20][C:21]([CH3:24])([CH3:23])[CH3:22])=[O:19])[CH:13]=[CH:12]2. (2) Given the reactants [OH:1][C@@H:2]([CH2:34]O)[CH2:3][N:4]1[CH:8]=[CH:7][C:6]([NH:9][C:10](=[O:33])[CH:11]([N:17]2[CH2:21][C:20]([O:22][C:23]3[CH:28]=[CH:27][CH:26]=[C:25]([O:29][CH3:30])[C:24]=3[Cl:31])=[CH:19][C:18]2=[O:32])[CH2:12][C:13]([F:16])([CH3:15])[CH3:14])=[N:5]1.[CH3:36]N(C)CCCN=C=NCC.ON1C2C=CC=CC=2N=N1.Cl.O[C@@H](CO)CN1C=CC(NC(=O)[C@@H](N2CC(OC3C=CC=C(Cl)C=3Cl)=CC2=O)CC(C)C)=N1, predict the reaction product. The product is: [OH:1][C:2]([CH3:34])([CH3:36])[CH2:3][N:4]1[CH:8]=[CH:7][C:6]([NH:9][C:10](=[O:33])[CH:11]([N:17]2[CH2:21][C:20]([O:22][C:23]3[CH:28]=[CH:27][CH:26]=[C:25]([O:29][CH3:30])[C:24]=3[Cl:31])=[CH:19][C:18]2=[O:32])[CH2:12][C:13]([F:16])([CH3:14])[CH3:15])=[N:5]1. (3) Given the reactants C[Si]([N-][Si](C)(C)C)(C)C.[Na+].[CH2:11]([C@H:18]1[CH2:22][O:21][C:20](=[O:23])[N:19]1[C:24](=[O:32])[CH2:25][C:26]1[CH:31]=[CH:30][CH:29]=[CH:28][CH:27]=1)[C:12]1[CH:17]=[CH:16][CH:15]=[CH:14][CH:13]=1.Br[CH2:34][C:35]([O:37][C:38]([CH3:41])([CH3:40])[CH3:39])=[O:36].[NH4+].[Cl-], predict the reaction product. The product is: [CH2:11]([C@H:18]1[CH2:22][O:21][C:20](=[O:23])[N:19]1[C:24](=[O:32])[C@H:25]([C:26]1[CH:27]=[CH:28][CH:29]=[CH:30][CH:31]=1)[CH2:34][C:35]([O:37][C:38]([CH3:41])([CH3:40])[CH3:39])=[O:36])[C:12]1[CH:13]=[CH:14][CH:15]=[CH:16][CH:17]=1. (4) Given the reactants C([O:3][P:4]([CH2:9][CH2:10][NH:11][C:12](=[O:39])[CH2:13][CH2:14][C:15]([CH3:38])=[CH:16][CH2:17][C:18]1[C:19]([O:31]CC[Si](C)(C)C)=[C:20]2[C:24](=[C:25]([CH3:29])[C:26]=1[O:27][CH3:28])[CH2:23][O:22][C:21]2=[O:30])(=[O:8])[O:5]CC)C.C[Si](Br)(C)C.N1C(C)=CC=CC=1C, predict the reaction product. The product is: [OH:31][C:19]1[C:18]([CH2:17][CH:16]=[C:15]([CH3:38])[CH2:14][CH2:13][C:12]([NH:11][CH2:10][CH2:9][P:4](=[O:3])([OH:8])[OH:5])=[O:39])=[C:26]([O:27][CH3:28])[C:25]([CH3:29])=[C:24]2[C:20]=1[C:21](=[O:30])[O:22][CH2:23]2. (5) Given the reactants [C:1]([O:5][C:6]([N:8]1[CH2:12][CH2:11][CH2:10][C@H:9]1[C:13]#[N:14])=[O:7])([CH3:4])([CH3:3])[CH3:2].[N-:15]=[N+:16]=[N-:17].[Na+].[Cl-].[NH4+].C(O)(=O)CC(CC(O)=O)(C(O)=O)O, predict the reaction product. The product is: [C:1]([O:5][C:6]([N:8]1[CH2:12][CH2:11][CH2:10][C@H:9]1[C:13]1[NH:17][N:16]=[N:15][N:14]=1)=[O:7])([CH3:4])([CH3:2])[CH3:3]. (6) Given the reactants Br[C:2]1[CH:7]=[CH:6][CH:5]=[C:4]([CH3:8])[N:3]=1.CN(C1C(C2C(P(C3CCCCC3)C3CCCCC3)=CC=CC=2)=CC=CC=1)C.CC(C)([O-])C.[Na+].[C:43]([N:46]1[C:55]2[C:50](=[CH:51][C:52]([C:56]([NH:58][CH3:59])=[O:57])=[CH:53][CH:54]=2)[CH:49]([NH2:60])[CH:48]([CH3:61])[CH:47]1[CH3:62])(=[O:45])[CH3:44], predict the reaction product. The product is: [C:43]([N:46]1[C:55]2[C:50](=[CH:51][C:52]([C:56]([NH:58][CH3:59])=[O:57])=[CH:53][CH:54]=2)[CH:49]([NH:60][C:2]2[CH:7]=[CH:6][CH:5]=[C:4]([CH3:8])[N:3]=2)[CH:48]([CH3:61])[CH:47]1[CH3:62])(=[O:45])[CH3:44].